Dataset: Catalyst prediction with 721,799 reactions and 888 catalyst types from USPTO. Task: Predict which catalyst facilitates the given reaction. (1) Product: [Br:9][C:10]1[CH:15]=[CH:14][C:13]([CH2:16][C:17]2[O:8][C:3]3[CH:4]=[CH:5][CH:6]=[CH:7][C:2]=3[N:1]=2)=[CH:12][CH:11]=1. Reactant: [NH2:1][C:2]1[CH:7]=[CH:6][CH:5]=[CH:4][C:3]=1[OH:8].[Br:9][C:10]1[CH:15]=[CH:14][C:13]([CH2:16][C:17](O)=O)=[CH:12][CH:11]=1. The catalyst class is: 138. (2) Reactant: [F:1][C:2]([F:11])([C:5]1[CH:10]=[CH:9][CH:8]=[CH:7][CH:6]=1)[CH2:3]N.N(CC(C1C=CC=CC=1)(F)F)=[N+]=[N-].CC[O:27]C(C)=O. Product: [F:1][C:2]([F:11])([C:5]1[CH:10]=[CH:9][CH:8]=[CH:7][CH:6]=1)[CH2:3][OH:27]. The catalyst class is: 45. (3) Reactant: [CH3:1][NH:2][CH2:3][C:4]1[S:8][C:7]([NH:9][C:10](=[O:12])[CH3:11])=[N:6][C:5]=1/[CH:13]=[CH:14]\[C:15]1[CH:20]=[CH:19][C:18]([N+:21]([O-:23])=[O:22])=[CH:17][CH:16]=1.[CH3:24][S:25]([C:28]1[CH:36]=[CH:35][C:31]([C:32]([OH:34])=O)=[CH:30][CH:29]=1)(=[O:27])=[O:26].C1C=CC2N(O)N=NC=2C=1.CCN=C=NCCCN(C)C.Cl. Product: [C:10]([NH:9][C:7]1[S:8][C:4]([CH2:3][N:2]([CH3:1])[C:32](=[O:34])[C:31]2[CH:30]=[CH:29][C:28]([S:25]([CH3:24])(=[O:26])=[O:27])=[CH:36][CH:35]=2)=[C:5](/[CH:13]=[CH:14]\[C:15]2[CH:20]=[CH:19][C:18]([N+:21]([O-:23])=[O:22])=[CH:17][CH:16]=2)[N:6]=1)(=[O:12])[CH3:11]. The catalyst class is: 4. (4) Reactant: [CH:1]([N:4]1[C:8]([C:9]2[N:18]=[C:17]3[N:11]([CH2:12][CH2:13][O:14][C:15]4[CH:22]=[C:21](O)[N:20]=[CH:19][C:16]=43)[CH:10]=2)=[N:7][C:6]([CH3:24])=[N:5]1)([CH3:3])[CH3:2].Cl.[F:26][C:27]1([F:35])[CH2:31][NH:30][C@H:29]([C:32]([NH2:34])=[O:33])[CH2:28]1.CO. Product: [F:26][C:27]1([F:35])[CH2:31][N:30]([C:21]2[N:20]=[CH:19][C:16]3[C:17]4[N:11]([CH:10]=[C:9]([C:8]5[N:4]([CH:1]([CH3:2])[CH3:3])[N:5]=[C:6]([CH3:24])[N:7]=5)[N:18]=4)[CH2:12][CH2:13][O:14][C:15]=3[CH:22]=2)[C@H:29]([C:32]([NH2:34])=[O:33])[CH2:28]1. The catalyst class is: 2.